Dataset: Full USPTO retrosynthesis dataset with 1.9M reactions from patents (1976-2016). Task: Predict the reactants needed to synthesize the given product. (1) Given the product [Br:31][CH2:32][C:33]1[CH:38]=[CH:37][CH:36]=[CH:35][C:34]=1[CH2:39][O:18][C:15]1[CH:14]=[CH:13][C:12]([CH:11]2[N:8]([C:5]3[CH:4]=[CH:3][C:2]([F:1])=[CH:7][CH:6]=3)[C:9](=[O:30])[CH:10]2[CH2:19][CH2:20][CH:21]([C:23]2[CH:24]=[CH:25][C:26]([F:29])=[CH:27][CH:28]=2)[OH:22])=[CH:17][CH:16]=1, predict the reactants needed to synthesize it. The reactants are: [F:1][C:2]1[CH:7]=[CH:6][C:5]([N:8]2[CH:11]([C:12]3[CH:17]=[CH:16][C:15]([OH:18])=[CH:14][CH:13]=3)[CH:10]([CH2:19][CH2:20][CH:21]([C:23]3[CH:28]=[CH:27][C:26]([F:29])=[CH:25][CH:24]=3)[OH:22])[C:9]2=[O:30])=[CH:4][CH:3]=1.[Br:31][CH2:32][C:33]1[CH:38]=[CH:37][CH:36]=[CH:35][C:34]=1[CH2:39]Br.C(=O)([O-])[O-].[K+].[K+]. (2) Given the product [Cl:12][C:13]1[N:18]=[C:17]([NH:4][C:3]2[CH:5]=[C:6]([N+:9]([O-:11])=[O:10])[CH:7]=[CH:8][C:2]=2[CH3:1])[CH:16]=[CH:15][N:14]=1, predict the reactants needed to synthesize it. The reactants are: [CH3:1][C:2]1[CH:8]=[CH:7][C:6]([N+:9]([O-:11])=[O:10])=[CH:5][C:3]=1[NH2:4].[Cl:12][C:13]1[N:18]=[C:17](Cl)[CH:16]=[CH:15][N:14]=1.CCN(C(C)C)C(C)C.